From a dataset of Peptide-MHC class I binding affinity with 185,985 pairs from IEDB/IMGT. Regression. Given a peptide amino acid sequence and an MHC pseudo amino acid sequence, predict their binding affinity value. This is MHC class I binding data. The peptide sequence is IVLSHILPL. The MHC is HLA-A26:01 with pseudo-sequence HLA-A26:01. The binding affinity (normalized) is 0.0847.